Dataset: Full USPTO retrosynthesis dataset with 1.9M reactions from patents (1976-2016). Task: Predict the reactants needed to synthesize the given product. (1) The reactants are: [CH:1]([C@H:3]1[N:8]([C:9]([O:11][CH2:12][C:13]2[CH:18]=[CH:17][CH:16]=[CH:15][CH:14]=2)=[O:10])[CH2:7][C@H:6]([C:19]([O:21][CH2:22][CH3:23])=[O:20])[CH2:5][CH2:4]1)=[O:2].[NH4+].[Cl-].[CH2:26]1COC[CH2:27]1. Given the product [OH:2][CH:1]([C@H:3]1[N:8]([C:9]([O:11][CH2:12][C:13]2[CH:18]=[CH:17][CH:16]=[CH:15][CH:14]=2)=[O:10])[CH2:7][C@H:6]([C:19]([O:21][CH2:22][CH3:23])=[O:20])[CH2:5][CH2:4]1)[CH:26]=[CH2:27], predict the reactants needed to synthesize it. (2) Given the product [F:19][C:20]1[CH:21]=[C:22]([NH:27][C:8](=[O:10])[CH:2]([CH3:1])[C:3]([O:5][CH2:6][CH3:7])=[O:4])[CH:23]=[C:24]([F:26])[CH:25]=1, predict the reactants needed to synthesize it. The reactants are: [CH3:1][CH:2]([C:8]([O:10]CC)=O)[C:3]([O:5][CH2:6][CH3:7])=[O:4].N1C=CC=CC=1.[F:19][C:20]1[CH:21]=[C:22]([NH2:27])[CH:23]=[C:24]([F:26])[CH:25]=1. (3) Given the product [C:13]1([C:47]2[CH:48]=[CH:49][CH:50]=[CH:51][CH:52]=2)[CH:14]=[CH:15][C:16]([CH2:19][CH2:20][CH:21]([OH:37])[CH:22]([CH2:30][CH2:31][N:5]2[C:1](=[O:11])[C:2]3[C:3](=[CH:7][CH:8]=[CH:9][CH:10]=3)[C:4]2=[O:6])[C:23]([OH:25])=[O:24])=[CH:17][CH:18]=1, predict the reactants needed to synthesize it. The reactants are: [C:1]1(=[O:11])[NH:5][C:4](=[O:6])[C:3]2=[CH:7][CH:8]=[CH:9][CH:10]=[C:2]12.[K].[C:13]1([C:47]2[CH:52]=[CH:51][CH:50]=[CH:49][CH:48]=2)[CH:18]=[CH:17][C:16]([CH2:19][CH2:20][CH:21]([O:37]CC2C=CC(OC)=CC=2)[CH:22]([CH2:30][CH2:31]OS(C)(=O)=O)[C:23]([O:25]C(C)(C)C)=[O:24])=[CH:15][CH:14]=1. (4) Given the product [C:9]([S:12]([N:14]=[CH:2][C:3]([O:5][CH2:6][CH3:7])=[O:4])=[O:13])([CH3:11])([CH3:10])[CH3:8], predict the reactants needed to synthesize it. The reactants are: O=[CH:2][C:3]([O:5][CH2:6][CH3:7])=[O:4].[CH3:8][C:9]([S:12]([NH2:14])=[O:13])([CH3:11])[CH3:10]. (5) Given the product [CH3:25][O:24][C:9]1[C:10]([O:22][CH3:23])=[CH:11][C:12]2[C:13]([C:14]3[CH:15]=[CH:16][C:17]([O:20][CH3:21])=[CH:18][CH:19]=3)=[C:5]3[C:3](=[O:2])[N:34]([CH3:33])[CH2:27][CH2:26][N:6]3[C:7]=2[CH:8]=1, predict the reactants needed to synthesize it. The reactants are: C[O:2][C:3]([C:5]1[N:6]([CH2:26][CH2:27]OS(C)(=O)=O)[C:7]2[C:12]([C:13]=1[C:14]1[CH:19]=[CH:18][C:17]([O:20][CH3:21])=[CH:16][CH:15]=1)=[CH:11][C:10]([O:22][CH3:23])=[C:9]([O:24][CH3:25])[CH:8]=2)=O.[CH3:33][N:34](C=O)C.